Dataset: Reaction yield outcomes from USPTO patents with 853,638 reactions. Task: Predict the reaction yield, written as a fraction of the theoretical maximum amount of product (1.0 means a 100% yield; for example, 0.34 means a 34% yield). (1) The reactants are C(N(CC)CC)C.[NH2:8][C@@H:9]1[CH2:13][CH2:12][N:11]([C:14]2[C:23]3[C:18](=[CH:19][C:20]([CH3:24])=[CH:21][CH:22]=3)[N:17]=[C:16]([C:25]3[CH:30]=[CH:29][CH:28]=[CH:27][C:26]=3[OH:31])[N:15]=2)[CH2:10]1.Cl[C:33]([O:35][CH2:36][CH:37]([CH3:39])[CH3:38])=[O:34]. The catalyst is CN(C=O)C. The product is [OH:31][C:26]1[CH:27]=[CH:28][CH:29]=[CH:30][C:25]=1[C:16]1[N:15]=[C:14]([N:11]2[CH2:12][CH2:13][C@@H:9]([NH:8][C:33](=[O:34])[O:35][CH2:36][CH:37]([CH3:39])[CH3:38])[CH2:10]2)[C:23]2[C:18](=[CH:19][C:20]([CH3:24])=[CH:21][CH:22]=2)[N:17]=1. The yield is 0.580. (2) The reactants are [N:1]([CH2:4][CH:5]1[CH2:7][CH2:6]1)=[C:2]=[S:3].[C:8](#[N:10])[CH3:9].C[Si]([N-][Si](C)(C)C)(C)C.[Na+].BrC[N+:23]([O-:25])=[O:24].[CH2:26]1[CH2:30][O:29][CH2:28][CH2:27]1. The catalyst is CCO. The product is [NH2:10][C:8]1[C:30]2[CH:26]=[CH:27][C:28](=[O:29])[N:1]([CH2:4][CH:5]3[CH2:7][CH2:6]3)[C:2]=2[S:3][C:9]=1[N+:23]([O-:25])=[O:24]. The yield is 0.400. (3) The reactants are [CH:1]([C:3]1[CH:11]=[CH:10][C:6]([C:7]([OH:9])=[O:8])=[CH:5][CH:4]=1)=[CH2:2].S(Cl)(Cl)=O.[CH3:16]O. The catalyst is C(Cl)Cl. The product is [CH3:16][O:8][C:7](=[O:9])[C:6]1[CH:10]=[CH:11][C:3]([CH:1]=[CH2:2])=[CH:4][CH:5]=1. The yield is 0.974. (4) The reactants are [Br-].[NH2:2][C:3]1[C:8]([CH2:9][P+](C2C=CC=CC=2)(C2C=CC=CC=2)C2C=CC=CC=2)=[C:7]([C:29]([F:32])([F:31])[F:30])[C:6]([C:33]#[N:34])=[CH:5][CH:4]=1.[F:35][C:36]([F:42])([F:41])[CH2:37][C:38](O)=O.C(P1(=O)OP(=O)(CCC)OP(=O)(CCC)O1)CC.CCN(C(C)C)C(C)C. The catalyst is C1COCC1. The product is [F:35][C:36]([F:42])([F:41])[CH2:37][C:38]1[NH:2][C:3]2[C:8]([CH:9]=1)=[C:7]([C:29]([F:30])([F:31])[F:32])[C:6]([C:33]#[N:34])=[CH:5][CH:4]=2. The yield is 0.700. (5) The reactants are Br[C:2]1[N:10]=[CH:9][C:8]2[NH:7][C:6]3[N:11]=[CH:12][C:13]([C:15]4[CH:20]=[CH:19][C:18]([CH2:21][N:22]5[CH2:27][CH2:26][C:25]([CH3:29])([CH3:28])[CH2:24][CH2:23]5)=[CH:17][CH:16]=4)=[CH:14][C:5]=3[C:4]=2[CH:3]=1.[CH3:30][N:31]1[CH:35]=[C:34](B2OC(C)(C)C(C)(C)O2)[CH:33]=[N:32]1. The catalyst is C(=O)([O-])[O-].[Na+].[Na+].C(#N)C.C(OCC)(=O)C. The product is [CH3:29][C:25]1([CH3:28])[CH2:24][CH2:23][N:22]([CH2:21][C:18]2[CH:19]=[CH:20][C:15]([C:13]3[CH:12]=[N:11][C:6]4[NH:7][C:8]5[CH:9]=[N:10][C:2]([C:34]6[CH:33]=[N:32][N:31]([CH3:30])[CH:35]=6)=[CH:3][C:4]=5[C:5]=4[CH:14]=3)=[CH:16][CH:17]=2)[CH2:27][CH2:26]1. The yield is 0.380. (6) The reactants are [CH3:13][C:12]([O:11][C:9](O[C:9]([O:11][C:12]([CH3:15])([CH3:14])[CH3:13])=[O:10])=[O:10])([CH3:15])[CH3:14].[NH2:16][C@:17]1([CH2:24][C:25]#[CH:26])[CH2:21][CH2:20][N:19]([CH3:22])[C:18]1=[O:23]. The catalyst is C(Cl)Cl. The product is [CH3:22][N:19]1[CH2:20][CH2:21][C@:17]([NH:16][C:9](=[O:10])[O:11][C:12]([CH3:13])([CH3:14])[CH3:15])([CH2:24][C:25]#[CH:26])[C:18]1=[O:23]. The yield is 0.918.